This data is from Forward reaction prediction with 1.9M reactions from USPTO patents (1976-2016). The task is: Predict the product of the given reaction. (1) Given the reactants C([BH3-])#N.[Na+].[CH3:5][NH:6][C@H:7]([C@@H:10]([OH:14])[CH2:11][S:12][CH3:13])[CH2:8][OH:9].[CH2:15]([O:22][CH2:23][N:24]1[C:32]2[C:31]([Cl:33])=[N:30][CH:29]=[N:28][C:27]=2[C:26]([CH:34]=O)=[CH:25]1)[C:16]1[CH:21]=[CH:20][CH:19]=[CH:18][CH:17]=1, predict the reaction product. The product is: [CH2:15]([O:22][CH2:23][N:24]1[C:32]2[C:31]([Cl:33])=[N:30][CH:29]=[N:28][C:27]=2[C:26]([CH2:34][N:6]([CH3:5])[C@@H:7]([C@H:10]([OH:14])[CH2:11][S:12][CH3:13])[CH2:8][OH:9])=[CH:25]1)[C:16]1[CH:17]=[CH:18][CH:19]=[CH:20][CH:21]=1. (2) Given the reactants C(O)[C@@H]([C@@H](CO)O)O.[CH3:9][N:10]1[C@@H:15]2[C@@H:16]3[O:18][C@@H:17]3[C@H:11]1[CH2:12][CH:13]([O:19][C:20]([C@@H:22]([C:25]1[CH:30]=[CH:29][CH:28]=[CH:27][CH:26]=1)[CH2:23][OH:24])=[O:21])[CH2:14]2, predict the reaction product. The product is: [CH3:9][N:10]1[C@@H:15]2[C@@H:16]3[O:18][C@H:17]3[C@H:11]1[CH2:12][C@@H:13]([O:19][C:20]([C@@H:22]([C:25]1[CH:26]=[CH:27][CH:28]=[CH:29][CH:30]=1)[CH2:23][OH:24])=[O:21])[CH2:14]2. (3) Given the reactants [F:1][C:2]1[CH:7]=[CH:6][C:5]([C:8]2[C:20]([CH:21](O)[C:22]3[CH:27]=[CH:26][C:25]([C:28]([F:31])([F:30])[F:29])=[CH:24][CH:23]=3)=[C:19]([CH:33]([CH3:35])[CH3:34])[CH:18]=[C:17]3[C:9]=2[C:10](=[O:36])[CH2:11][C:12]2([O:16]3)[CH2:15][CH2:14][CH2:13]2)=[CH:4][CH:3]=1.C(N(S(F)(F)[F:43])CC)C.O, predict the reaction product. The product is: [F:1][C:2]1[CH:3]=[CH:4][C:5]([C:8]2[C:20]([CH:21]([F:43])[C:22]3[CH:23]=[CH:24][C:25]([C:28]([F:29])([F:31])[F:30])=[CH:26][CH:27]=3)=[C:19]([CH:33]([CH3:34])[CH3:35])[CH:18]=[C:17]3[C:9]=2[C:10](=[O:36])[CH2:11][C:12]2([O:16]3)[CH2:13][CH2:14][CH2:15]2)=[CH:6][CH:7]=1. (4) Given the reactants Br[C:2]1[N:7]=[C:6]([Cl:8])[C:5]([O:9][CH:10]([F:12])[F:11])=[C:4]([NH2:13])[CH:3]=1.[Cl:14][C:15]1[CH:20]=[CH:19][C:18](B2OCCCO2)=[C:17]([F:27])[C:16]=1[O:28][CH3:29].[F-].[Cs+].O, predict the reaction product. The product is: [Cl:8][C:6]1[C:5]([O:9][CH:10]([F:12])[F:11])=[C:4]([NH2:13])[CH:3]=[C:2]([C:18]2[CH:19]=[CH:20][C:15]([Cl:14])=[C:16]([O:28][CH3:29])[C:17]=2[F:27])[N:7]=1. (5) Given the reactants [N:1]1([C:11]2[CH:18]=[CH:17][C:14]([CH2:15][NH2:16])=[CH:13][CH:12]=2)[C:10]2[C:5](=[CH:6][CH:7]=[CH:8][CH:9]=2)[CH2:4][CH2:3][CH2:2]1.[F:19][C:20]([F:46])([F:45])[C:21]1[CH:26]=[CH:25][C:24]([C:27]2[C:28]([C:33]([NH:35][C:36]3[N:37]=[C:38]([C:42](O)=[O:43])[N:39]([CH3:41])[CH:40]=3)=[O:34])=[CH:29][CH:30]=[CH:31][CH:32]=2)=[CH:23][CH:22]=1.C(P(O)(=O)O)CC.CN1CCOCC1, predict the reaction product. The product is: [N:1]1([C:11]2[CH:12]=[CH:13][C:14]([CH2:15][NH:16][C:42]([C:38]3[N:39]([CH3:41])[CH:40]=[C:36]([NH:35][C:33]([C:28]4[C:27]([C:24]5[CH:25]=[CH:26][C:21]([C:20]([F:45])([F:19])[F:46])=[CH:22][CH:23]=5)=[CH:32][CH:31]=[CH:30][CH:29]=4)=[O:34])[N:37]=3)=[O:43])=[CH:17][CH:18]=2)[C:10]2[C:5](=[CH:6][CH:7]=[CH:8][CH:9]=2)[CH2:4][CH2:3][CH2:2]1. (6) Given the reactants BrCCCC[N:6]1[C:10]2[CH:11]=[CH:12][CH:13]=[CH:14][C:9]=2[N:8]=[C:7]1[C:15]1[CH:20]=[CH:19][CH:18]=[C:17]([Cl:21])[CH:16]=1.[OH:22][C:23]1[C:28]([CH3:29])=[C:27]([OH:30])[CH:26]=[CH:25][C:24]=1[C:31](=[O:36])[CH2:32][CH:33]([CH3:35])[CH3:34], predict the reaction product. The product is: [Cl:21][C:17]1[CH:16]=[C:15]([C:7]2[N:6]([O:22][CH2:23][CH2:24][CH2:25][CH2:26][O:30][C:27]3[CH:26]=[CH:25][C:24]([C:31](=[O:36])[CH2:32][CH:33]([CH3:34])[CH3:35])=[C:23]([OH:22])[C:28]=3[CH3:29])[C:10]3[CH:11]=[CH:12][CH:13]=[CH:14][C:9]=3[N:8]=2)[CH:20]=[CH:19][CH:18]=1. (7) Given the reactants C([O-])([O-])=O.[Na+].[Na+].Br[C:8]1[NH:9][C:10]2[C:15]([C:16]=1[CH:17]=[O:18])=[CH:14][C:13]([O:19][CH3:20])=[CH:12][CH:11]=2.[N:21]1[CH:26]=[C:25](B(O)O)[CH:24]=[N:23][CH:22]=1, predict the reaction product. The product is: [CH3:20][O:19][C:13]1[CH:14]=[C:15]2[C:10](=[CH:11][CH:12]=1)[NH:9][C:8]([C:25]1[CH:26]=[N:21][CH:22]=[N:23][CH:24]=1)=[C:16]2[CH:17]=[O:18].